Dataset: Full USPTO retrosynthesis dataset with 1.9M reactions from patents (1976-2016). Task: Predict the reactants needed to synthesize the given product. (1) Given the product [Br:10][C:11]1[CH:19]=[CH:18][C:14]([C:15]([NH:1][C:2]2[CH:3]=[C:4]([C:5]#[N:6])[CH:7]=[CH:8][N:9]=2)=[O:16])=[CH:13][CH:12]=1, predict the reactants needed to synthesize it. The reactants are: [NH2:1][C:2]1[CH:3]=[C:4]([CH:7]=[CH:8][N:9]=1)[C:5]#[N:6].[Br:10][C:11]1[CH:19]=[CH:18][C:14]([C:15](Cl)=[O:16])=[CH:13][CH:12]=1. (2) The reactants are: Cl[C:2]1[N:7]([CH3:8])[C:6](=[O:9])[N:5]([CH3:10])[C:4](=[O:11])[C:3]=1[CH:12]=[O:13].[C:14]1([SH:20])[CH:19]=[CH:18][CH:17]=[CH:16][CH:15]=1. Given the product [CH3:8][N:7]1[C:2]([S:20][C:14]2[CH:19]=[CH:18][CH:17]=[CH:16][CH:15]=2)=[C:3]([CH:12]=[O:13])[C:4](=[O:11])[N:5]([CH3:10])[C:6]1=[O:9], predict the reactants needed to synthesize it. (3) Given the product [NH2:30][C@H:27]1[CH2:28][CH2:29][N:25]([C:23](=[O:24])[CH2:22][N:21]([C:18]2[CH:17]=[CH:16][C:15]([O:8][C:9]3[CH:10]=[CH:11][CH:12]=[CH:13][CH:14]=3)=[CH:20][CH:19]=2)[C:38](=[O:47])/[CH:39]=[CH:40]/[C:41]2[CH:46]=[CH:45][CH:44]=[CH:43][CH:42]=2)[CH2:26]1, predict the reactants needed to synthesize it. The reactants are: FC(F)(F)C(O)=O.[O:8]([C:15]1[CH:20]=[CH:19][C:18]([N:21]([C:38](=[O:47])/[CH:39]=[CH:40]/[C:41]2[CH:46]=[CH:45][CH:44]=[CH:43][CH:42]=2)[CH2:22][C:23]([N:25]2[CH2:29][CH2:28][C@H:27]([NH:30]C(=O)OC(C)(C)C)[CH2:26]2)=[O:24])=[CH:17][CH:16]=1)[C:9]1[CH:14]=[CH:13][CH:12]=[CH:11][CH:10]=1. (4) Given the product [F:1][C:2]1[CH:3]=[CH:4][C:5]([O:6][CH2:7][CH2:8][CH2:9][O:10][C:11]2[CH:12]=[CH:13][C:14]([CH:17]3[CH2:22][CH2:21][N:20]([C:23]([O:25][C:26]([CH3:27])([CH3:28])[CH3:29])=[O:24])[CH2:19][CH:18]3[O:30][CH2:34][C:35]3[CH:36]=[CH:37][C:38]4[O:43][CH2:42][C:41](=[O:44])[N:40]([CH2:45][CH2:46][CH2:47][O:48][CH3:49])[C:39]=4[CH:50]=3)=[CH:15][CH:16]=2)=[CH:31][CH:32]=1, predict the reactants needed to synthesize it. The reactants are: [F:1][C:2]1[CH:32]=[CH:31][C:5]([O:6][CH2:7][CH2:8][CH2:9][O:10][C:11]2[CH:16]=[CH:15][C:14]([CH:17]3[CH2:22][CH2:21][N:20]([C:23]([O:25][C:26]([CH3:29])([CH3:28])[CH3:27])=[O:24])[CH2:19][CH:18]3[OH:30])=[CH:13][CH:12]=2)=[CH:4][CH:3]=1.Cl[CH2:34][C:35]1[CH:36]=[CH:37][C:38]2[O:43][CH2:42][C:41](=[O:44])[N:40]([CH2:45][CH2:46][CH2:47][O:48][CH3:49])[C:39]=2[CH:50]=1.